From a dataset of Forward reaction prediction with 1.9M reactions from USPTO patents (1976-2016). Predict the product of the given reaction. (1) Given the reactants [CH2:1]([O:3][C:4](=[O:18])[C:5]1[CH:10]=[C:9]([C:11]([F:14])([F:13])[F:12])[C:8]([CH:15]=O)=[C:7]([Br:17])[CH:6]=1)[CH3:2].[C:19]([O:23][C:24](=[O:32])[NH:25][CH2:26][C@@H:27]1[CH2:31][CH2:30][NH:29][CH2:28]1)([CH3:22])([CH3:21])[CH3:20], predict the reaction product. The product is: [CH2:1]([O:3][C:4](=[O:18])[C:5]1[CH:10]=[C:9]([C:11]([F:14])([F:13])[F:12])[C:8]([CH2:15][N:29]2[CH2:30][CH2:31][C@@H:27]([CH2:26][NH:25][C:24]([O:23][C:19]([CH3:22])([CH3:21])[CH3:20])=[O:32])[CH2:28]2)=[C:7]([Br:17])[CH:6]=1)[CH3:2]. (2) Given the reactants [CH3:1][O:2][C:3](=[O:28])[CH2:4][C:5]1[CH:6]=[C:7]([C:13]2[CH:18]=[CH:17][C:16]([C:19]([F:22])([F:21])[F:20])=[CH:15][C:14]=2[CH:23]([NH:25][CH2:26][CH3:27])[CH3:24])[C:8]([O:11][CH3:12])=[CH:9][CH:10]=1.[C:29](Cl)(=[O:31])[CH3:30], predict the reaction product. The product is: [CH3:1][O:2][C:3](=[O:28])[CH2:4][C:5]1[CH:6]=[C:7]([C:13]2[CH:18]=[CH:17][C:16]([C:19]([F:21])([F:20])[F:22])=[CH:15][C:14]=2[CH:23]([N:25]([C:29](=[O:31])[CH3:30])[CH2:26][CH3:27])[CH3:24])[C:8]([O:11][CH3:12])=[CH:9][CH:10]=1. (3) The product is: [CH2:1]([O:3][C:4]([C:6]1[N:7]=[C:8]([N:11]([C:23](=[O:24])[C:22]2[CH:26]=[CH:27][CH:28]=[CH:29][C:21]=2[Cl:20])[C:12]2[CH:17]=[CH:16][C:15]([Cl:18])=[CH:14][CH:13]=2)[S:9][CH:10]=1)=[O:5])[CH3:2]. Given the reactants [CH2:1]([O:3][C:4]([C:6]1[N:7]=[C:8]([NH:11][C:12]2[CH:17]=[CH:16][C:15]([Cl:18])=[CH:14][CH:13]=2)[S:9][CH:10]=1)=[O:5])[CH3:2].Br.[Cl:20][C:21]1[CH:29]=[CH:28][CH:27]=[CH:26][C:22]=1[C:23](Cl)=[O:24].CCN(CC)CC, predict the reaction product. (4) Given the reactants [NH:1]1[C:9]2[C:4](=[CH:5][CH:6]=[CH:7][CH:8]=2)[C:3]([C:10]([OH:12])=[O:11])=[CH:2]1.[C:13]([O-])(=[O:15])[CH3:14].[Na+], predict the reaction product. The product is: [C:13]([N:1]1[C:9]2[C:4](=[CH:5][CH:6]=[CH:7][CH:8]=2)[C:3]([C:10]([OH:12])=[O:11])=[CH:2]1)(=[O:15])[CH3:14]. (5) Given the reactants [CH3:1][C:2]1[C:9]([N+:10]([O-:12])=[O:11])=[CH:8][CH:7]=[CH:6][C:3]=1[CH2:4]Cl.[Li+].[I-].[CH3:15][OH:16], predict the reaction product. The product is: [CH3:1][C:2]1[C:9]([N+:10]([O-:12])=[O:11])=[CH:8][CH:7]=[CH:6][C:3]=1[CH2:4][O:16][CH3:15]. (6) Given the reactants [NH2:1][C@@:2]1([CH2:9][C:10]#[C:11][C:12]2[N:17]=[C:16]([CH3:18])[CH:15]=[C:14]([C:19]3[CH:24]=[CH:23][C:22]([C:25]([F:28])([F:27])[F:26])=[CH:21][CH:20]=3)[N:13]=2)[CH2:6][CH2:5][N:4]([CH3:7])[C:3]1=[O:8], predict the reaction product. The product is: [CH3:7][N:4]1[CH2:5][CH2:6][C@:2]2([N:1]=[C:11]([C:12]3[N:17]=[C:16]([CH3:18])[CH:15]=[C:14]([C:19]4[CH:20]=[CH:21][C:22]([C:25]([F:28])([F:27])[F:26])=[CH:23][CH:24]=4)[N:13]=3)[CH2:10][CH2:9]2)[C:3]1=[O:8]. (7) Given the reactants O=P(Cl)(Cl)Cl.[Cl:6][C:7]1[CH:40]=[CH:39][CH:38]=[C:37]([C:41]([F:44])([F:43])[F:42])[C:8]=1[C:9]([N:11]1[C:19]2[C:14](=[CH:15][CH:16]=[C:17]([C:20](=[O:26])[NH:21][CH2:22][C:23](=O)[CH3:24])[CH:18]=2)[C:13]([C:27]2[CH:36]=[CH:35][C:30]([C:31]([O:33][CH3:34])=[O:32])=[CH:29][CH:28]=2)=[N:12]1)=[O:10].C([O-])(O)=O.[Na+], predict the reaction product. The product is: [Cl:6][C:7]1[CH:40]=[CH:39][CH:38]=[C:37]([C:41]([F:43])([F:42])[F:44])[C:8]=1[C:9]([N:11]1[C:19]2[C:14](=[CH:15][CH:16]=[C:17]([C:20]3[O:26][C:23]([CH3:24])=[CH:22][N:21]=3)[CH:18]=2)[C:13]([C:27]2[CH:36]=[CH:35][C:30]([C:31]([O:33][CH3:34])=[O:32])=[CH:29][CH:28]=2)=[N:12]1)=[O:10].